Dataset: Forward reaction prediction with 1.9M reactions from USPTO patents (1976-2016). Task: Predict the product of the given reaction. (1) Given the reactants [O:1]=[C:2]1[N:11]([CH2:12][CH:13]2[CH2:18][CH2:17][N:16](C(OC(C)(C)C)=O)[CH2:15][CH2:14]2)[CH2:10][C:9]2[C:4](=[CH:5][CH:6]=[CH:7][CH:8]=2)[NH:3]1.[ClH:26].O1CCOCC1, predict the reaction product. The product is: [ClH:26].[NH:16]1[CH2:17][CH2:18][CH:13]([CH2:12][N:11]2[CH2:10][C:9]3[C:4](=[CH:5][CH:6]=[CH:7][CH:8]=3)[NH:3][C:2]2=[O:1])[CH2:14][CH2:15]1. (2) Given the reactants [F-].C([N+](CCCC)(CCCC)CCCC)CCC.[Si]([O:26][CH2:27][CH2:28][N:29]1[CH:33]=[CH:32][N:31]=[C:30]1[CH2:34][CH2:35][C:36]([N:38]1[CH2:43][CH2:42][CH:41]([N:44]([CH3:46])[CH3:45])[CH2:40][CH2:39]1)=[O:37])(C(C)(C)C)(C)C, predict the reaction product. The product is: [CH3:46][N:44]([CH3:45])[CH:41]1[CH2:42][CH2:43][N:38]([C:36](=[O:37])[CH2:35][CH2:34][C:30]2[N:29]([CH2:28][CH2:27][OH:26])[CH:33]=[CH:32][N:31]=2)[CH2:39][CH2:40]1. (3) The product is: [NH2:1][C:4]1[CH:19]=[CH:18][CH:17]=[CH:16][C:5]=1[C:6]([NH:8][C:9]1[C:10]([Cl:15])=[N:11][CH:12]=[CH:13][CH:14]=1)=[O:7]. Given the reactants [N+:1]([C:4]1[CH:19]=[CH:18][CH:17]=[CH:16][C:5]=1[C:6]([NH:8][C:9]1[C:10]([Cl:15])=[N:11][CH:12]=[CH:13][CH:14]=1)=[O:7])([O-])=O.O.[OH-].[Na+], predict the reaction product. (4) Given the reactants [CH3:1][C:2]1[CH:3]=[C:4]([C:19]2[CH:24]=[CH:23][CH:22]=[C:21]([C:25]([OH:27])=O)[CH:20]=2)[CH:5]=[C:6]([NH:8][C:9]2[N:14]=[C:13]([C:15]([F:18])([F:17])[F:16])[CH:12]=[CH:11][N:10]=2)[CH:7]=1.Cl.[CH3:29][O:30][C:31](=[O:34])[CH2:32][NH2:33].C(Cl)CCl.C(N(CC)CC)C.C1C=CC2N(O)N=NC=2C=1, predict the reaction product. The product is: [CH3:1][C:2]1[CH:3]=[C:4]([C:19]2[CH:24]=[CH:23][CH:22]=[C:21]([C:25]([NH:33][CH2:32][C:31]([O:30][CH3:29])=[O:34])=[O:27])[CH:20]=2)[CH:5]=[C:6]([NH:8][C:9]2[N:14]=[C:13]([C:15]([F:16])([F:18])[F:17])[CH:12]=[CH:11][N:10]=2)[CH:7]=1. (5) Given the reactants Cl[C:2]1[CH:3]=[CH:4][C:5]2[N:11]3[CH2:12][C@H:8]([CH2:9][CH2:10]3)[NH:7][C:6]=2[N:13]=1.[CH2:14]([C@H:16]1[O:21][CH2:20][CH2:19][NH:18][CH2:17]1)[CH3:15].CC([O-])(C)C.[K+], predict the reaction product. The product is: [CH2:14]([C@H:16]1[O:21][CH2:20][CH2:19][N:18]([C:2]2[CH:3]=[CH:4][C:5]3[N:11]4[CH2:12][C@H:8]([CH2:9][CH2:10]4)[NH:7][C:6]=3[N:13]=2)[CH2:17]1)[CH3:15].